Dataset: TCR-epitope binding with 47,182 pairs between 192 epitopes and 23,139 TCRs. Task: Binary Classification. Given a T-cell receptor sequence (or CDR3 region) and an epitope sequence, predict whether binding occurs between them. The epitope is RQLLFVVEV. The TCR CDR3 sequence is CASRHTRGLGETQYF. Result: 1 (the TCR binds to the epitope).